Dataset: Forward reaction prediction with 1.9M reactions from USPTO patents (1976-2016). Task: Predict the product of the given reaction. (1) The product is: [CH3:35][O:36][C:37]1[CH:42]=[CH:41][CH:40]=[CH:39][C:38]=1[N:43]1[CH2:48][CH2:47][N:46]([CH2:49][CH2:16][CH2:17][CH2:18][CH2:19][O:20][C:21]2[CH:30]=[C:29]3[C:24]([CH2:25][CH2:26][C:27](=[O:31])[NH:28]3)=[CH:23][CH:22]=2)[CH2:45][CH2:44]1. Given the reactants ClC1C(Cl)=CC=CC=1N1CCCN([CH2:16][CH2:17][CH2:18][CH2:19][O:20][C:21]2[CH:30]=[C:29]3[C:24]([CH:25]=[CH:26][C:27](=[O:31])[NH:28]3)=[CH:23][CH:22]=2)CC1.[Na+].[I-].Cl.[CH3:35][O:36][C:37]1[CH:42]=[CH:41][CH:40]=[CH:39][C:38]=1[N:43]1[CH2:48][CH2:47][NH:46][CH2:45][CH2:44]1.[C:49]([O-])([O-])=O.[K+].[K+], predict the reaction product. (2) Given the reactants [CH3:1][O:2][C:3]1[N:8]=[CH:7][C:6]([N:9]([CH2:20][C:21]([OH:23])=O)[S:10]([C:13]2[C:14]([CH3:19])=[CH:15][CH:16]=[CH:17][CH:18]=2)(=[O:12])=[O:11])=[CH:5][CH:4]=1.[CH2:24]([NH:26][CH2:27][C:28]1[S:29][CH:30]=[CH:31][N:32]=1)[CH3:25], predict the reaction product. The product is: [CH2:24]([N:26]([CH2:27][C:28]1[S:29][CH:30]=[CH:31][N:32]=1)[C:21](=[O:23])[CH2:20][N:9]([C:6]1[CH:7]=[N:8][C:3]([O:2][CH3:1])=[CH:4][CH:5]=1)[S:10]([C:13]1[C:14]([CH3:19])=[CH:15][CH:16]=[CH:17][CH:18]=1)(=[O:11])=[O:12])[CH3:25]. (3) Given the reactants [F:1][C:2]1[CH:9]=[C:8](Br)[CH:7]=[CH:6][C:3]=1[C:4]#[N:5].C([Mg]Cl)(C)C.[Mg].ClC(C)C.CN(C)CCOCCN(C)C.C[O:33][B:34](OC)[O:35]C, predict the reaction product. The product is: [F:1][C:2]1[CH:9]=[C:8]([B:34]([OH:35])[OH:33])[CH:7]=[CH:6][C:3]=1[C:4]#[N:5]. (4) The product is: [N:49]1[CH:50]=[CH:51][C:46]([CH2:45][N:1]2[C:9]3[C:4](=[CH:5][CH:6]=[CH:7][CH:8]=3)[C:3]3([CH2:13][O:12][C:11]4[CH:14]=[C:15]5[C:19](=[CH:20][C:10]3=4)[CH2:18][CH2:17][O:16]5)[C:2]2=[O:21])=[N:47][CH:48]=1. Given the reactants [NH:1]1[C:9]2[C:4](=[CH:5][CH:6]=[CH:7][CH:8]=2)[C:3]2([CH2:13][O:12][C:11]3[CH:14]=[C:15]4[C:19](=[CH:20][C:10]2=3)[CH2:18][CH2:17][O:16]4)[C:2]1=[O:21].CC1C2C=C3C4(C5C(=CC=CC=5)NC4=O)COC3=CC=2ON=1.Cl[CH2:45][C:46]1[CH:51]=[CH:50][N:49]=[CH:48][N:47]=1.BrCC1OC(C(F)(F)F)=CC=1, predict the reaction product.